Dataset: TCR-epitope binding with 47,182 pairs between 192 epitopes and 23,139 TCRs. Task: Binary Classification. Given a T-cell receptor sequence (or CDR3 region) and an epitope sequence, predict whether binding occurs between them. (1) The epitope is TLVPQEHYV. The TCR CDR3 sequence is CASSLGGLNYEQYF. Result: 1 (the TCR binds to the epitope). (2) The epitope is LLWNGPMAV. The TCR CDR3 sequence is CASSDVTSGAYNEQFF. Result: 0 (the TCR does not bind to the epitope). (3) The epitope is RAKFKQLL. The TCR CDR3 sequence is CASSLGSEANEAFF. Result: 1 (the TCR binds to the epitope). (4) The epitope is KLGGALQAK. Result: 1 (the TCR binds to the epitope). The TCR CDR3 sequence is CASSPTGDFGVGNTEAFF.